From a dataset of Reaction yield outcomes from USPTO patents with 853,638 reactions. Predict the reaction yield, written as a fraction of the theoretical maximum amount of product (1.0 means a 100% yield; for example, 0.34 means a 34% yield). The reactants are [CH2:1]([N:3]([CH2:37][CH3:38])[CH2:4][CH2:5][CH2:6][NH:7][C:8]1[N:9]=[C:10]([C:27]2[C:28]([CH3:36])=[C:29]([CH:33]=[CH:34][CH:35]=2)[C:30](O)=[O:31])[C:11]2[CH:17]=[CH:16][C:15](=[O:18])[N:14]([C:19]3[C:24]([F:25])=[CH:23][CH:22]=[CH:21][C:20]=3[F:26])[C:12]=2[N:13]=1)[CH3:2].CN(C(ON1N=NC2C=CC=CC1=2)=[N+](C)C)C.F[P-](F)(F)(F)(F)F.C(N(CC)CC)C.[F:70][C:71]1[CH:77]=[CH:76][C:74]([NH2:75])=[CH:73][CH:72]=1. The catalyst is CN(C=O)C. The product is [CH2:1]([N:3]([CH2:37][CH3:38])[CH2:4][CH2:5][CH2:6][NH:7][C:8]1[N:9]=[C:10]([C:27]2[C:28]([CH3:36])=[C:29]([CH:33]=[CH:34][CH:35]=2)[C:30]([NH:75][C:74]2[CH:76]=[CH:77][C:71]([F:70])=[CH:72][CH:73]=2)=[O:31])[C:11]2[CH:17]=[CH:16][C:15](=[O:18])[N:14]([C:19]3[C:20]([F:26])=[CH:21][CH:22]=[CH:23][C:24]=3[F:25])[C:12]=2[N:13]=1)[CH3:2]. The yield is 0.460.